This data is from Forward reaction prediction with 1.9M reactions from USPTO patents (1976-2016). The task is: Predict the product of the given reaction. (1) Given the reactants C([O:8][C@H:9]1[C@H:14]([O:15]CC2C=CC=CC=2)[C@@H:13]([O:23]CC2C=CC=CC=2)[C@@:12]([C:33]2[CH:38]=[CH:37][C:36]([CH3:39])=[C:35]([CH2:40][C:41]3[S:42][C:43]([C:46]4[CH:51]=[CH:50][C:49]([F:52])=[CH:48][CH:47]=4)=[CH:44][CH:45]=3)[CH:34]=2)([O:31]C)[O:11][C:10]1([CH2:55]O)[CH2:53][OH:54])C1C=CC=CC=1, predict the reaction product. The product is: [F:52][C:49]1[CH:48]=[CH:47][C:46]([C:43]2[S:42][C:41]([CH2:40][C:35]3[CH:34]=[C:33]([C@@:12]45[O:11][C@@:10]([CH2:53][OH:54])([CH2:55][O:31]4)[C@@H:9]([OH:8])[C@H:14]([OH:15])[C@H:13]5[OH:23])[CH:38]=[CH:37][C:36]=3[CH3:39])=[CH:45][CH:44]=2)=[CH:51][CH:50]=1. (2) The product is: [F:1][C:2]1[C:10]2[C:6](=[C:7]([C:11]3[CH:16]=[CH:15][C:14]([O:17][CH3:18])=[CH:13][CH:12]=3)[N:8]([CH:22]([CH3:24])[CH3:23])[N:9]=2)[CH:5]=[CH:4][CH:3]=1. Given the reactants [F:1][C:2]1[CH:3]=[CH:4][CH:5]=[C:6]2[C:10]=1[NH:9][N:8]=[C:7]2[C:11]1[CH:16]=[CH:15][C:14]([O:17][CH3:18])=[CH:13][CH:12]=1.[H-].[Na+].I[CH:22]([CH3:24])[CH3:23], predict the reaction product.